Dataset: NCI-60 drug combinations with 297,098 pairs across 59 cell lines. Task: Regression. Given two drug SMILES strings and cell line genomic features, predict the synergy score measuring deviation from expected non-interaction effect. Drug 1: C1=C(C(=O)NC(=O)N1)F. Drug 2: CNC(=O)C1=NC=CC(=C1)OC2=CC=C(C=C2)NC(=O)NC3=CC(=C(C=C3)Cl)C(F)(F)F. Cell line: UACC62. Synergy scores: CSS=52.8, Synergy_ZIP=-1.99, Synergy_Bliss=-1.24, Synergy_Loewe=-3.75, Synergy_HSA=2.68.